Dataset: Full USPTO retrosynthesis dataset with 1.9M reactions from patents (1976-2016). Task: Predict the reactants needed to synthesize the given product. (1) Given the product [NH:28]1[C:29]2[C:25](=[CH:24][CH:23]=[C:22]([NH:21][C:2]3[N:3]=[C:4]([NH:11][CH2:12][CH2:13][CH2:14][N:15]4[CH2:20][CH2:19][O:18][CH2:17][CH2:16]4)[C:5]4[CH:10]=[CH:9][NH:8][C:6]=4[N:7]=3)[CH:30]=2)[CH:26]=[N:27]1, predict the reactants needed to synthesize it. The reactants are: Cl[C:2]1[N:3]=[C:4]([NH:11][CH2:12][CH2:13][CH2:14][N:15]2[CH2:20][CH2:19][O:18][CH2:17][CH2:16]2)[C:5]2[CH:10]=[CH:9][NH:8][C:6]=2[N:7]=1.[NH2:21][C:22]1[CH:30]=[C:29]2[C:25]([CH:26]=[N:27][NH:28]2)=[CH:24][CH:23]=1.C[Si](Cl)(C)C. (2) Given the product [NH2:1][C:2]1[N:3]([C:14]([O:16][C:17]([CH3:20])([CH3:19])[CH3:18])=[O:15])[CH:4]=[C:5]([CH2:7][CH2:8][CH2:9][CH2:10][CH2:11][C:12]2[N:23]=[N:22][N:21]([CH2:24][CH2:25][NH:26][C:27]([C:29]3[N:30]([CH3:36])[C:31]([Br:35])=[C:32]([Br:34])[CH:33]=3)=[O:28])[CH:13]=2)[N:6]=1, predict the reactants needed to synthesize it. The reactants are: [NH2:1][C:2]1[N:3]([C:14]([O:16][C:17]([CH3:20])([CH3:19])[CH3:18])=[O:15])[CH:4]=[C:5]([CH2:7][CH2:8][CH2:9][CH2:10][CH2:11][C:12]#[CH:13])[N:6]=1.[N:21]([CH2:24][CH2:25][NH:26][C:27]([C:29]1[N:30]([CH3:36])[C:31]([Br:35])=[C:32]([Br:34])[CH:33]=1)=[O:28])=[N+:22]=[N-:23]. (3) Given the product [I:23][C:15]1[C:16]2[C:17](=[N:18][CH:19]=[N:20][C:21]=2[NH2:22])[N:13]([CH:11]2[CH2:12][N:9]([CH3:1])[CH2:10]2)[N:14]=1, predict the reactants needed to synthesize it. The reactants are: [C:1](O)(=O)C.C(O)(=O)C.[NH:9]1[CH2:12][CH:11]([N:13]2[C:17]3=[N:18][CH:19]=[N:20][C:21]([NH2:22])=[C:16]3[C:15]([I:23])=[N:14]2)[CH2:10]1.C(O[BH-](OC(=O)C)OC(=O)C)(=O)C.[Na+].C=O.[OH-].[Na+]. (4) Given the product [CH2:1]([O:3][C:4](=[O:37])[CH2:5][C:6]1[C:14]2[C:9](=[CH:10][C:11]([C:15]3[CH:16]=[C:17]([NH2:24])[CH:18]=[C:19]([NH2:21])[CH:20]=3)=[CH:12][CH:13]=2)[N:8]([CH2:27][C:28]2[S:29][C:30]3[CH:36]=[CH:35][CH:34]=[CH:33][C:31]=3[N:32]=2)[CH:7]=1)[CH3:2], predict the reactants needed to synthesize it. The reactants are: [CH2:1]([O:3][C:4](=[O:37])[CH2:5][C:6]1[C:14]2[C:9](=[CH:10][C:11]([C:15]3[CH:20]=[C:19]([N+:21]([O-])=O)[CH:18]=[C:17]([N+:24]([O-])=O)[CH:16]=3)=[CH:12][CH:13]=2)[N:8]([CH2:27][C:28]2[S:29][C:30]3[CH:36]=[CH:35][CH:34]=[CH:33][C:31]=3[N:32]=2)[CH:7]=1)[CH3:2].